Dataset: Full USPTO retrosynthesis dataset with 1.9M reactions from patents (1976-2016). Task: Predict the reactants needed to synthesize the given product. Given the product [F:1][C:2]1[CH:7]=[CH:6][CH:5]=[CH:4][C:3]=1[C:8]1[C:16]2[C:11](=[N:12][CH:13]=[C:14]([C:17]3[CH:18]=[C:19]([C:23]([N:25]4[CH2:30][CH2:29][O:28][CH2:27][CH2:26]4)=[O:24])[CH:20]=[CH:21][CH:22]=3)[CH:15]=2)[NH:10][CH:9]=1, predict the reactants needed to synthesize it. The reactants are: [F:1][C:2]1[CH:7]=[CH:6][CH:5]=[CH:4][C:3]=1[C:8]1[C:16]2[C:11](=[N:12][CH:13]=[C:14]([C:17]3[CH:18]=[C:19]([C:23]([N:25]4[CH2:30][CH2:29][O:28][CH2:27][CH2:26]4)=[O:24])[CH:20]=[CH:21][CH:22]=3)[CH:15]=2)[N:10](S(C2C=CC(C)=CC=2)(=O)=O)[CH:9]=1.[OH-].[K+].